Dataset: Reaction yield outcomes from USPTO patents with 853,638 reactions. Task: Predict the reaction yield, written as a fraction of the theoretical maximum amount of product (1.0 means a 100% yield; for example, 0.34 means a 34% yield). (1) The reactants are [F:1][CH:2]([F:17])[O:3][C:4]1[CH:5]=[C:6]([CH:11]=[CH:12][C:13]=1[N+:14]([O-])=O)[C:7]([O:9][CH3:10])=[O:8].Cl[Sn]Cl.O. The catalyst is C1COCC1. The product is [NH2:14][C:13]1[CH:12]=[CH:11][C:6]([C:7]([O:9][CH3:10])=[O:8])=[CH:5][C:4]=1[O:3][CH:2]([F:1])[F:17]. The yield is 0.930. (2) The reactants are [C:1](=O)([S:3][CH2:4][C:5]1[CH:10]=[CH:9][CH:8]=[CH:7][C:6]=1[C:11]1[CH:16]=[C:15]([F:17])[C:14]([C:18]2[CH:23]=[N:22][C:21]([NH2:24])=[CH:20][N:19]=2)=[CH:13][CH:12]=1)[CH3:2].C1C=CC(P(C2C=CC=CC=2)C2C=CC=CC=2)=CC=1.[C:45]([O-])([O-:47])=[O:46].[K+].[K+].BrCC. The catalyst is CO. The product is [CH:45]([OH:47])=[O:46].[CH2:1]([S:3][CH2:4][C:5]1[CH:10]=[CH:9][CH:8]=[CH:7][C:6]=1[C:11]1[CH:12]=[CH:13][C:14]([C:18]2[N:19]=[CH:20][C:21]([NH2:24])=[N:22][CH:23]=2)=[C:15]([F:17])[CH:16]=1)[CH3:2]. The yield is 0.730.